This data is from Ames mutagenicity test results for genotoxicity prediction. The task is: Regression/Classification. Given a drug SMILES string, predict its toxicity properties. Task type varies by dataset: regression for continuous values (e.g., LD50, hERG inhibition percentage) or binary classification for toxic/non-toxic outcomes (e.g., AMES mutagenicity, cardiotoxicity, hepatotoxicity). Dataset: ames. (1) The drug is O=C(CBr)c1oc([N+](=O)[O-])c(Cl)c1Cl. The result is 1 (mutagenic). (2) The result is 1 (mutagenic). The compound is CC(=O)NN. (3) The molecule is O=C(c1ccccc1)n1ncc(Cl)c(Cl)c1=O. The result is 0 (non-mutagenic). (4) The compound is c1ccc(-c2ccc(C3CO3)cc2)cc1. The result is 1 (mutagenic). (5) The compound is Cc1nn(C)c(NC(=O)CNCCCN2CCCCC2C)c1C(=O)c1ccccc1F. The result is 1 (mutagenic).